From a dataset of Reaction yield outcomes from USPTO patents with 853,638 reactions. Predict the reaction yield, written as a fraction of the theoretical maximum amount of product (1.0 means a 100% yield; for example, 0.34 means a 34% yield). (1) The reactants are CCN(C(C)C)C(C)C.[NH2:10][C@@H:11]([CH2:16][OH:17])[CH2:12][CH:13]([CH3:15])[CH3:14].Cl[C:19]1[C:20]2[S:36][C:35]([NH2:37])=[N:34][C:21]=2[N:22]=[C:23]([S:25][C@H:26]([C:28]2[CH:33]=[CH:32][CH:31]=[CH:30][CH:29]=2)[CH3:27])[N:24]=1.O. The catalyst is CN1C(=O)CCC1. The product is [NH2:37][C:35]1[S:36][C:20]2[C:19]([NH:10][CH:11]([CH2:12][CH:13]([CH3:15])[CH3:14])[CH2:16][OH:17])=[N:24][C:23]([S:25][C@H:26]([C:28]3[CH:29]=[CH:30][CH:31]=[CH:32][CH:33]=3)[CH3:27])=[N:22][C:21]=2[N:34]=1. The yield is 0.540. (2) The reactants are [N-:1]=[N+:2]=[N-:3].[Na+].[CH:5]1([C:11]([C:13]2[CH:20]=[CH:19][C:16]([CH2:17]Br)=[CH:15][CH:14]=2)=[O:12])[CH2:10][CH2:9][CH2:8][CH2:7][CH2:6]1.O. The catalyst is CN(C=O)C. The product is [N:1]([CH2:17][C:16]1[CH:19]=[CH:20][C:13]([C:11]([CH:5]2[CH2:10][CH2:9][CH2:8][CH2:7][CH2:6]2)=[O:12])=[CH:14][CH:15]=1)=[N+:2]=[N-:3]. The yield is 0.380. (3) The reactants are [C:1]([C:3]1[CH:8]=[CH:7][CH:6]=[CH:5][C:4]=1[C:9]1[CH:14]=[CH:13][C:12]([CH2:15][N:16]2[C:20]3[C:21]([C:25]([O:27][CH3:28])=[O:26])=[CH:22][CH:23]=[CH:24][C:19]=3[N:18]=[C:17]2[O:29][CH2:30][CH3:31])=[CH:11][CH:10]=1)#[N:2].C[Sn]([N:36]=[N+:37]=[N-:38])(C)C. The catalyst is C1(C)C=CC=CC=1. The product is [CH2:30]([O:29][C:17]1[N:16]([CH2:15][C:12]2[CH:11]=[CH:10][C:9]([C:4]3[CH:5]=[CH:6][CH:7]=[CH:8][C:3]=3[C:1]3[NH:38][N:37]=[N:36][N:2]=3)=[CH:14][CH:13]=2)[C:20]2[C:21]([C:25]([O:27][CH3:28])=[O:26])=[CH:22][CH:23]=[CH:24][C:19]=2[N:18]=1)[CH3:31]. The yield is 0.560. (4) The reactants are C(OC([N:8]1[CH2:13][CH2:12][N:11]([C:14]2[C:19]([Cl:20])=[N:18][CH:17]=[CH:16][N:15]=2)[CH2:10][CH2:9]1)=O)(C)(C)C.Cl.[OH-].[Na+]. The catalyst is O1CCOCC1.C(Cl)Cl. The product is [Cl:20][C:19]1[C:14]([N:11]2[CH2:10][CH2:9][NH:8][CH2:13][CH2:12]2)=[N:15][CH:16]=[CH:17][N:18]=1. The yield is 0.810.